This data is from Full USPTO retrosynthesis dataset with 1.9M reactions from patents (1976-2016). The task is: Predict the reactants needed to synthesize the given product. (1) Given the product [Cl:1][C:2]1[CH:3]=[C:4]([CH:27]=[CH:28][C:29]=1[C:30]#[N:31])[O:5][CH2:6][CH:7]([CH2:25][O:26][CH3:32])[CH2:8][O:9][C:10]1[CH:11]=[CH:12][C:13]([CH:16]([C:22]#[C:23][CH3:24])[CH2:17][C:18]([OH:20])=[O:19])=[CH:14][CH:15]=1, predict the reactants needed to synthesize it. The reactants are: [Cl:1][C:2]1[CH:3]=[C:4]([CH:27]=[CH:28][C:29]=1[C:30]#[N:31])[O:5][CH2:6][CH:7]([CH2:25][OH:26])[CH2:8][O:9][C:10]1[CH:15]=[CH:14][C:13]([CH:16]([C:22]#[C:23][CH3:24])[CH2:17][C:18]([O:20]C)=[O:19])=[CH:12][CH:11]=1.[CH3:32]I.[H-].[Na+]. (2) Given the product [OH:8][C:9]1[CH:10]=[C:11]([C:17]2[O:18][CH:19]=[C:20]([CH2:22][NH:23][C:24](=[O:32])[C:25]3[C:30]([CH3:31])=[CH:29][CH:28]=[CH:27][N:26]=3)[N:21]=2)[CH:12]=[CH:13][C:14]=1[O:15][CH3:16], predict the reactants needed to synthesize it. The reactants are: C([O:8][C:9]1[CH:10]=[C:11]([C:17]2[O:18][CH:19]=[C:20]([CH2:22][NH:23][C:24](=[O:32])[C:25]3[C:30]([CH3:31])=[CH:29][CH:28]=[CH:27][N:26]=3)[N:21]=2)[CH:12]=[CH:13][C:14]=1[O:15][CH3:16])C1C=CC=CC=1.[H][H]. (3) Given the product [Br:15][C:13]1[S:12][C:10]2[N:11]=[C:7]([CH3:6])[O:8][C:9]=2[CH:14]=1, predict the reactants needed to synthesize it. The reactants are: C([O-])(=O)C.[Na+].[CH3:6][C:7]1[O:8][C:9]2[CH:14]=[CH:13][S:12][C:10]=2[N:11]=1.[Br:15]Br.O. (4) Given the product [Cl:20][C:13]1[CH:12]=[C:11]2[C:16]([C:17]([C:18]#[N:19])=[C:9]([C:5]3[CH:4]=[C:3]([CH2:2][NH:1][C:22](=[O:26])[CH2:23][CH2:24][CH3:25])[CH:8]=[N:7][CH:6]=3)[N:10]2[CH3:21])=[CH:15][CH:14]=1, predict the reactants needed to synthesize it. The reactants are: [NH2:1][CH2:2][C:3]1[CH:4]=[C:5]([C:9]2[N:10]([CH3:21])[C:11]3[C:16]([C:17]=2[C:18]#[N:19])=[CH:15][CH:14]=[C:13]([Cl:20])[CH:12]=3)[CH:6]=[N:7][CH:8]=1.[C:22](Cl)(=[O:26])[CH2:23][CH2:24][CH3:25].C(N(CC)CC)C. (5) Given the product [I:1][C:2]1[CH:3]=[C:4]2[C:8](=[CH:9][CH:10]=1)[N:7]([CH:12]1[CH2:18][CH2:17][CH2:16][N:15]([C:19]([O:21][C:22]([CH3:25])([CH3:24])[CH3:23])=[O:20])[CH2:14][CH2:13]1)[CH2:6][CH2:5]2, predict the reactants needed to synthesize it. The reactants are: [I:1][C:2]1[CH:3]=[C:4]2[C:8](=[CH:9][CH:10]=1)[NH:7][CH:6]=[CH:5]2.O=[C:12]1[CH2:18][CH2:17][CH2:16][N:15]([C:19]([O:21][C:22]([CH3:25])([CH3:24])[CH3:23])=[O:20])[CH2:14][CH2:13]1. (6) Given the product [Br:8][C:9]1[CH:10]=[C:11]([CH:14]=[CH:15][CH:16]=1)[CH2:12][S:7][CH:1]1[CH2:6][CH2:5][CH2:4][CH2:3][CH2:2]1, predict the reactants needed to synthesize it. The reactants are: [CH:1]1([SH:7])[CH2:6][CH2:5][CH2:4][CH2:3][CH2:2]1.[Br:8][C:9]1[CH:10]=[C:11]([CH:14]=[CH:15][CH:16]=1)[CH2:12]Br.C([O-])([O-])=O.[K+].[K+]. (7) The reactants are: [Cl:1][C:2]1[C:7]([O:8][CH3:9])=[CH:6][C:5]([O:10][CH3:11])=[C:4]([Cl:12])[C:3]=1[C:13]#[C:14][C:15]1[CH:16]=[N:17][C:18]([NH:21][C:22]2[CH:27]=[CH:26][C:25]([N:28]3[CH2:33][CH2:32][CH:31]([N:34]4[CH2:39][CH2:38][N:37]([CH3:40])[CH2:36][CH2:35]4)[CH2:30][CH2:29]3)=[C:24]([O:41][CH3:42])[CH:23]=2)=[N:19][CH:20]=1.[ClH:43].C(OCC)(=O)C. Given the product [ClH:1].[ClH:43].[ClH:1].[Cl:12][C:4]1[C:5]([O:10][CH3:11])=[CH:6][C:7]([O:8][CH3:9])=[C:2]([Cl:1])[C:3]=1[C:13]#[C:14][C:15]1[CH:16]=[N:17][C:18]([NH:21][C:22]2[CH:27]=[CH:26][C:25]([N:28]3[CH2:29][CH2:30][CH:31]([N:34]4[CH2:39][CH2:38][N:37]([CH3:40])[CH2:36][CH2:35]4)[CH2:32][CH2:33]3)=[C:24]([O:41][CH3:42])[CH:23]=2)=[N:19][CH:20]=1, predict the reactants needed to synthesize it.